From a dataset of Catalyst prediction with 721,799 reactions and 888 catalyst types from USPTO. Predict which catalyst facilitates the given reaction. (1) Product: [CH2:13]([O:12][C:10]([C:3]1[N+:2]([O-:23])=[CH:1][C:6]2[CH2:7][CH2:8][CH2:9][C:5]=2[CH:4]=1)=[O:11])[CH3:14]. Reactant: [CH:1]1[C:6]2[CH2:7][CH2:8][CH2:9][C:5]=2[CH:4]=[C:3]([C:10]([O:12][CH2:13][CH3:14])=[O:11])[N:2]=1.C1C=C(Cl)C=C(C(OO)=[O:23])C=1. The catalyst class is: 4. (2) Reactant: COC1C=CC(C[N:8]2[C:12](=[O:13])[C:11]([CH3:22])([CH2:14][C:15]3[CH:20]=[CH:19][CH:18]=[CH:17][C:16]=3[CH3:21])[N:10]([CH3:23])[C:9]2=[O:24])=CC=1.O=[N+]([O-])[O-].[O-][N+](=O)[O-].[O-][N+](=O)[O-].[O-][N+](=O)[O-].[O-][N+](=O)[O-].[O-][N+](=O)[O-].[Ce+4].[NH4+].[NH4+]. Product: [CH3:23][N:10]1[C:11]([CH3:22])([CH2:14][C:15]2[CH:20]=[CH:19][CH:18]=[CH:17][C:16]=2[CH3:21])[C:12](=[O:13])[NH:8][C:9]1=[O:24]. The catalyst class is: 144. (3) Reactant: [NH2:1][C@@H:2]([CH:6]1[CH2:10][CH2:9]CC1)[C:3]([OH:5])=[O:4].[OH-].[Na+].[CH:13](=O)[C:14]1[CH:19]=[CH:18][CH:17]=[CH:16][CH:15]=1.[BH4-].[Na+]. Product: [CH2:13]([NH:1][C@@H:2]([CH:6]1[CH2:10][CH2:9]1)[C:3]([OH:5])=[O:4])[C:14]1[CH:19]=[CH:18][CH:17]=[CH:16][CH:15]=1. The catalyst class is: 6. (4) Product: [CH3:1][O:2][C:3]([C:5]1([O:8][CH:10]2[CH2:11][CH2:12][CH2:13][CH2:14][O:9]2)[CH2:7][CH2:6]1)=[O:4]. Reactant: [CH3:1][O:2][C:3]([C:5]1([OH:8])[CH2:7][CH2:6]1)=[O:4].[O:9]1[CH:14]=[CH:13][CH2:12][CH2:11][CH2:10]1.[NH+]1C=CC=CC=1.C1(C)C=CC(S(O)(=O)=O)=CC=1. The catalyst class is: 343. (5) Reactant: [CH3:1][N:2]([CH2:20][C:21]([OH:23])=O)[C:3]1[CH:8]=[CH:7][C:6]([O:9][C:10]2[CH:15]=[CH:14][C:13]([N+:16]([O-:18])=[O:17])=[CH:12][N:11]=2)=[C:5]([CH3:19])[CH:4]=1.Cl.C(N=C=NCCCN(C)C)C.O.ON1C2C=CC=CC=2N=N1.[CH2:47]([N:57]1[CH2:62][CH2:61][NH:60][CH2:59][CH2:58]1)[C:48]1[CH:56]=[CH:55][C:54]2[O:53][CH2:52][O:51][C:50]=2[CH:49]=1. Product: [CH2:47]([N:57]1[CH2:62][CH2:61][N:60]([C:21](=[O:23])[CH2:20][N:2]([CH3:1])[C:3]2[CH:8]=[CH:7][C:6]([O:9][C:10]3[CH:15]=[CH:14][C:13]([N+:16]([O-:18])=[O:17])=[CH:12][N:11]=3)=[C:5]([CH3:19])[CH:4]=2)[CH2:59][CH2:58]1)[C:48]1[CH:56]=[CH:55][C:54]2[O:53][CH2:52][O:51][C:50]=2[CH:49]=1. The catalyst class is: 18. (6) Reactant: [NH:1]1[CH:5]=[CH:4][N:3]=[C:2]1[CH:6]=[O:7].[H-].[Na+].[CH3:10][Si:11]([CH3:18])([CH3:17])[CH2:12][CH2:13][O:14][CH2:15]Cl. Product: [CH3:10][Si:11]([CH3:18])([CH3:17])[CH2:12][CH2:13][O:14][CH2:15][N:1]1[CH:5]=[CH:4][N:3]=[C:2]1[CH:6]=[O:7]. The catalyst class is: 3. (7) Reactant: C[Al](C)C.[NH:5]1[CH2:10][CH2:9][O:8][CH2:7][CH2:6]1.C[O:12][C:13](=O)[C:14]1[CH:19]=[CH:18][CH:17]=[C:16]([CH2:20][O:21][C:22]2[CH:27]=[CH:26][CH:25]=[C:24]([C:28]3[C:37]4[C:32](=[C:33]([Cl:38])[CH:34]=[CH:35][CH:36]=4)[N:31]=[N:30][C:29]=3[C:39]3[CH:44]=[CH:43][CH:42]=[CH:41][CH:40]=3)[CH:23]=2)[CH:15]=1. Product: [Cl:38][C:33]1[CH:34]=[CH:35][CH:36]=[C:37]2[C:32]=1[N:31]=[N:30][C:29]([C:39]1[CH:40]=[CH:41][CH:42]=[CH:43][CH:44]=1)=[C:28]2[C:24]1[CH:25]=[CH:26][CH:27]=[C:22]([O:21][CH2:20][C:16]2[CH:17]=[CH:18][CH:19]=[C:14]([C:13]([N:5]3[CH2:10][CH2:9][O:8][CH2:7][CH2:6]3)=[O:12])[CH:15]=2)[CH:23]=1. The catalyst class is: 11.